Dataset: Forward reaction prediction with 1.9M reactions from USPTO patents (1976-2016). Task: Predict the product of the given reaction. Given the reactants C(N(CC)CC)C.[NH2:8][C:9]1[C:14]([CH:15]=[O:16])=[CH:13][N:12]=[C:11]([NH:17][C:18](=[O:23])[C:19]([CH3:22])([CH3:21])[CH3:20])[CH:10]=1.C(Cl)(=O)C(C)(C)C.C(N(CC)CC)C, predict the reaction product. The product is: [NH2:8][C:9]1[C:14]([CH:15]=[O:16])=[CH:13][N:12]=[C:11]([NH:17][C:18](=[O:23])[C:19]([CH3:21])([CH3:20])[CH3:22])[CH:10]=1.